Dataset: Forward reaction prediction with 1.9M reactions from USPTO patents (1976-2016). Task: Predict the product of the given reaction. (1) Given the reactants Cl[C:2]1([C:13]2[CH:18]=[CH:17][CH:16]=[CH:15][C:14]=2[O:19][CH3:20])[C:10]2[C:5](=[CH:6][CH:7]=[C:8]([Cl:11])[CH:9]=2)[NH:4][C:3]1=[O:12].FC(F)(F)C(O)=O.[N:28]1([C:32]([C@@H:34]2[CH2:38][CH:37]([F:39])[CH2:36][NH:35]2)=[O:33])[CH2:31][CH2:30][CH2:29]1, predict the reaction product. The product is: [N:28]1([C:32]([C@@H:34]2[CH2:38][CH:37]([F:39])[CH2:36][N:35]2[C:2]2([C:13]3[CH:18]=[CH:17][CH:16]=[CH:15][C:14]=3[O:19][CH3:20])[C:10]3[C:5](=[CH:6][CH:7]=[C:8]([Cl:11])[CH:9]=3)[NH:4][C:3]2=[O:12])=[O:33])[CH2:31][CH2:30][CH2:29]1. (2) Given the reactants [Cl:1][C:2]1[CH:3]=[C:4]([C:9](=[N+]=[N-])[C:10]([O:12][CH3:13])=[O:11])[CH:5]=[CH:6][C:7]=1[I:8].[CH3:16][O:17][C:18]1[O:19][CH:20]=[CH:21][CH:22]=1, predict the reaction product. The product is: [Cl:1][C:2]1[CH:3]=[C:4](/[C:9](=[CH:20]\[CH:21]=[CH:22]/[C:18]([O:17][CH3:16])=[O:19])/[C:10]([O:12][CH3:13])=[O:11])[CH:5]=[CH:6][C:7]=1[I:8]. (3) Given the reactants Br[C:2]1[CH:3]=[C:4]([C@:9]2([CH3:26])[CH2:14][C:13]([CH3:16])([CH3:15])[S:12][C:11]([NH:17][C:18](=[O:25])[C:19]3[CH:24]=[CH:23][CH:22]=[CH:21][CH:20]=3)=[N:10]2)[CH:5]=[CH:6][C:7]=1[F:8].[N:27]1[CH:32]=[C:31](B(O)O)[CH:30]=[N:29][CH:28]=1.C(=O)([O-])[O-].[Cs+].[Cs+].ClCCl, predict the reaction product. The product is: [F:8][C:7]1[CH:6]=[CH:5][C:4]([C@:9]2([CH3:26])[CH2:14][C:13]([CH3:16])([CH3:15])[S:12][C:11]([NH:17][C:18](=[O:25])[C:19]3[CH:24]=[CH:23][CH:22]=[CH:21][CH:20]=3)=[N:10]2)=[CH:3][C:2]=1[C:31]1[CH:32]=[N:27][CH:28]=[N:29][CH:30]=1. (4) Given the reactants Br[CH:2]1[CH2:7][CH2:6][CH2:5][CH:4]=[CH:3]1.[CH2:8]([OH:11])[CH2:9][OH:10].C([O-])([O-])=O.[Cs+].[Cs+].CC(=O)OCC, predict the reaction product. The product is: [CH:2]1([O:10][CH2:9][CH2:8][OH:11])[CH2:7][CH2:6][CH2:5][CH:4]=[CH:3]1. (5) Given the reactants [Cl:1][C:2]1[C:7]([Cl:8])=[C:6]([C:9]([OH:18])([C:14]([F:17])([F:16])[F:15])[C:10]([F:13])([F:12])[F:11])[CH:5]=[CH:4][C:3]=1[C:19]1[S:23][C:22]([C:24]([NH:26][C@H:27]2[CH2:30][C@H:29]([C:31]([O:33]C)=[O:32])[CH2:28]2)=[O:25])=[N:21][C:20]=1[C:35](=[O:44])[N:36]([CH2:42][CH3:43])[CH2:37][C:38]([F:41])([F:40])[F:39].C1COCC1.CO.O.O[Li].O.Cl, predict the reaction product. The product is: [Cl:1][C:2]1[C:7]([Cl:8])=[C:6]([C:9]([OH:18])([C:10]([F:13])([F:12])[F:11])[C:14]([F:17])([F:16])[F:15])[CH:5]=[CH:4][C:3]=1[C:19]1[S:23][C:22]([C:24]([NH:26][C@H:27]2[CH2:30][C@H:29]([C:31]([OH:33])=[O:32])[CH2:28]2)=[O:25])=[N:21][C:20]=1[C:35](=[O:44])[N:36]([CH2:42][CH3:43])[CH2:37][C:38]([F:41])([F:39])[F:40]. (6) Given the reactants Br[C:2]1[C:6]([CH3:8])([CH3:7])[O:5]/[C:4](=[C:9]2/[C:10](=[O:19])[NH:11][C:12]3[C:17]/2=[CH:16][CH:15]=[C:14]([F:18])[CH:13]=3)/[CH:3]=1.[OH:20][CH2:21][CH2:22][N:23]1[CH2:28][CH2:27][NH:26][CH2:25][CH2:24]1, predict the reaction product. The product is: [F:18][C:14]1[CH:13]=[C:12]2[C:17](/[C:9](=[C:4]3\[O:5][C:6]([CH3:8])([CH3:7])[C:2]([N:26]4[CH2:27][CH2:28][N:23]([CH2:22][CH2:21][OH:20])[CH2:24][CH2:25]4)=[CH:3]\3)/[C:10](=[O:19])[NH:11]2)=[CH:16][CH:15]=1. (7) Given the reactants C(OC([C:6]1[N:7]([C@H:16]([CH3:26])[CH2:17][NH:18][C:19](OC(C)(C)C)=[O:20])[C:8]2[C:13]([CH:14]=1)=[CH:12][CH:11]=[CH:10][C:9]=2[Br:15])=O)C.FC(F)(F)C(O)=O.C(=O)([O-])[O-].[K+].[K+].C(OCC)(=O)C, predict the reaction product. The product is: [Br:15][C:9]1[C:8]2[N:7]3[C@H:16]([CH3:26])[CH2:17][NH:18][C:19](=[O:20])[C:6]3=[CH:14][C:13]=2[CH:12]=[CH:11][CH:10]=1.